From a dataset of Cav3 T-type calcium channel HTS with 100,875 compounds. Binary Classification. Given a drug SMILES string, predict its activity (active/inactive) in a high-throughput screening assay against a specified biological target. (1) The molecule is Clc1c(cc(OCc2onc(n2)c2ccc(OC)cc2)cc1)C. The result is 0 (inactive). (2) The molecule is O1CCN(CCn2c3c(n(c2=N)CC(O)COc2ccccc2)cccc3)CC1. The result is 0 (inactive). (3) The drug is S(=O)(=O)(CC(O)(C)C(=O)Nc1cc(ccc1)C(F)(F)F)c1cc(ccc1)C(F)(F)F. The result is 0 (inactive). (4) The molecule is S1CC(=O)/C(=C(/Nc2ccc(OC)cc2)C)C1=O. The result is 0 (inactive).